This data is from Full USPTO retrosynthesis dataset with 1.9M reactions from patents (1976-2016). The task is: Predict the reactants needed to synthesize the given product. (1) Given the product [Br:1][C:2]1[CH:3]=[C:4]([C:8]2([CH:9]([CH3:10])[CH3:11])[O:15][CH2:14][CH2:13][O:12]2)[CH:5]=[CH:6][CH:7]=1, predict the reactants needed to synthesize it. The reactants are: [Br:1][C:2]1[CH:7]=[CH:6][CH:5]=[C:4]([C:8](=[O:12])[CH:9]([CH3:11])[CH3:10])[CH:3]=1.[CH2:13](O)[CH2:14][OH:15].COC(OC)OC.C1(C)C=CC(S(O)(=O)=O)=CC=1. (2) Given the product [C:1]([C:5]1[O:9][N:8]=[C:7]([C:10]2[CH:15]=[C:14]([N:24]3[CH2:25][CH:22]([O:21][CH3:20])[CH2:23]3)[C:13]([CH:17]3[CH2:19][CH2:18]3)=[CH:12][N:11]=2)[N:6]=1)([CH3:4])([CH3:3])[CH3:2], predict the reactants needed to synthesize it. The reactants are: [C:1]([C:5]1[O:9][N:8]=[C:7]([C:10]2[CH:15]=[C:14](Cl)[C:13]([CH:17]3[CH2:19][CH2:18]3)=[CH:12][N:11]=2)[N:6]=1)([CH3:4])([CH3:3])[CH3:2].[CH3:20][O:21][CH:22]1[CH2:25][NH:24][CH2:23]1.C([O-])([O-])=O.[Cs+].[Cs+].